This data is from Forward reaction prediction with 1.9M reactions from USPTO patents (1976-2016). The task is: Predict the product of the given reaction. (1) Given the reactants [CH3:1][O:2][C:3]1[CH:50]=[C:49]([O:51][CH3:52])[CH:48]=[CH:47][C:4]=1[CH2:5][NH:6][C:7]1[C:8]2[CH:15]=[CH:14][N:13]([C@H:16]3[C@@H:20]4[O:21][C:22]([CH3:25])([CH3:24])[O:23][C@@H:19]4[C@@H:18]([CH2:26][N:27]([CH:44]([CH3:46])[CH3:45])[CH:28]4[CH2:31][CH:30]([CH2:32][CH2:33][C:34]([O:36]CC5C=CC=CC=5)=[O:35])[CH2:29]4)[O:17]3)[C:9]=2[N:10]=[CH:11][N:12]=1.O[Li].O, predict the reaction product. The product is: [CH3:1][O:2][C:3]1[CH:50]=[C:49]([O:51][CH3:52])[CH:48]=[CH:47][C:4]=1[CH2:5][NH:6][C:7]1[C:8]2[CH:15]=[CH:14][N:13]([C@H:16]3[C@@H:20]4[O:21][C:22]([CH3:24])([CH3:25])[O:23][C@@H:19]4[C@@H:18]([CH2:26][N:27]([CH:44]([CH3:45])[CH3:46])[CH:28]4[CH2:29][CH:30]([CH2:32][CH2:33][C:34]([OH:36])=[O:35])[CH2:31]4)[O:17]3)[C:9]=2[N:10]=[CH:11][N:12]=1. (2) The product is: [CH2:1]([O:5][C:6]1[CH:11]=[CH:10][C:9]([S:12]([NH:15][CH:16]([C:21]2[CH:26]=[CH:25][C:24]([O:27][CH2:28][CH2:29][N:30]3[CH2:31][CH2:32][CH2:33][CH2:34]3)=[CH:23][CH:22]=2)[C:17]([OH:19])=[O:18])(=[O:13])=[O:14])=[CH:8][CH:7]=1)[C:2]#[C:3][CH3:4]. Given the reactants [CH2:1]([O:5][C:6]1[CH:11]=[CH:10][C:9]([S:12]([NH:15][CH:16]([C:21]2[CH:26]=[CH:25][C:24]([O:27][CH2:28][CH2:29][N:30]3[CH2:34][CH2:33][CH2:32][CH2:31]3)=[CH:23][CH:22]=2)[C:17]([O:19]C)=[O:18])(=[O:14])=[O:13])=[CH:8][CH:7]=1)[C:2]#[C:3][CH3:4].[OH-].[Na+], predict the reaction product. (3) Given the reactants C[O:2][C:3]1[CH:12]=[CH:11][C:6]2[CH:7]=[C:8]([CH3:10])[O:9][C:5]=2[CH:4]=1.B(Br)(Br)Br.CNC(C1C2C=CC(O)=CC=2SC=1C)=O, predict the reaction product. The product is: [OH:2][C:3]1[CH:12]=[CH:11][C:6]2[CH:7]=[C:8]([CH3:10])[O:9][C:5]=2[CH:4]=1. (4) Given the reactants [CH2:1]([O:3][C:4](=[O:23])[CH2:5][NH:6][CH2:7][CH2:8][NH:9][S:10]([C:13]1[CH:18]=[CH:17][C:16]([Cl:19])=[CH:15][C:14]=1[N+:20]([O-:22])=[O:21])(=[O:12])=[O:11])[CH3:2].[N:24]1([CH2:33][C:34](O)=[O:35])[CH:32]=[C:30]([CH3:31])[C:28](=[O:29])[NH:27][C:25]1=[O:26], predict the reaction product. The product is: [CH2:1]([O:3][C:4](=[O:23])[CH2:5][N:6]([CH2:7][CH2:8][NH:9][S:10]([C:13]1[CH:18]=[CH:17][C:16]([Cl:19])=[CH:15][C:14]=1[N+:20]([O-:22])=[O:21])(=[O:12])=[O:11])[C:34](=[O:35])[CH2:33][N:24]1[CH:32]=[C:30]([CH3:31])[C:28](=[O:29])[NH:27][C:25]1=[O:26])[CH3:2]. (5) Given the reactants Cl[C:2]1[C:11]2=[N:12][N:13](CC3C=CC(OC)=CC=3)[CH:14]=[C:10]2[C:9]2[CH:8]=[C:7]([O:24][CH3:25])[CH:6]=[CH:5][C:4]=2[N:3]=1.[NH2:26][C:27]1[CH:28]=[C:29]([OH:33])[CH:30]=[CH:31][CH:32]=1.Cl, predict the reaction product. The product is: [CH3:25][O:24][C:7]1[CH:6]=[CH:5][C:4]2[N:3]=[C:2]([NH:26][C:27]3[CH:28]=[C:29]([OH:33])[CH:30]=[CH:31][CH:32]=3)[C:11]3[NH:12][N:13]=[CH:14][C:10]=3[C:9]=2[CH:8]=1. (6) Given the reactants C([O:3][C:4]([C@@H:6]1[N:15]([C@H:16]([C:18]2[CH:23]=[CH:22][CH:21]=[CH:20][CH:19]=2)[CH3:17])[CH2:14][CH2:13][C:8]2([O:12][CH2:11][CH2:10][O:9]2)[CH2:7]1)=O)C.[H-].[H-].[H-].[H-].[Li+].[Al+3], predict the reaction product. The product is: [C:18]1([C@@H:16]([N:15]2[CH2:14][CH2:13][C:8]3([O:12][CH2:11][CH2:10][O:9]3)[CH2:7][C@@H:6]2[CH2:4][OH:3])[CH3:17])[CH:23]=[CH:22][CH:21]=[CH:20][CH:19]=1. (7) Given the reactants [Li+:1].CCC[CH2-].[CH:6]([NH:9][CH:10]([CH3:12])[CH3:11])([CH3:8])[CH3:7].C([N-]C(C)C)(C)C.[Li+].[CH3:21][C:22]1[N:26]=[C:25]([CH3:27])[N:24]([C:28]2[N:33]=[C:32]([CH3:34])[N:31]=[C:30]([C@@H:35]3[CH2:37][C@H:36]3[C:38]([O:40]CC)=O)[CH:29]=2)[N:23]=1.[Cl:43][CH2:44]I, predict the reaction product. The product is: [CH:6]([N-:9][CH:10]([CH3:12])[CH3:11])([CH3:8])[CH3:7].[Li+:1].[Cl:43][CH2:44][C:38]([C@H:36]1[CH2:37][C@@H:35]1[C:30]1[CH:29]=[C:28]([N:24]2[C:25]([CH3:27])=[N:26][C:22]([CH3:21])=[N:23]2)[N:33]=[C:32]([CH3:34])[N:31]=1)=[O:40].